This data is from Catalyst prediction with 721,799 reactions and 888 catalyst types from USPTO. The task is: Predict which catalyst facilitates the given reaction. (1) Reactant: [F:1][C:2]1[CH:3]=[CH:4][C:5]([NH:8][NH:9][C:10]([N:12]([CH3:14])[CH3:13])=O)=[N:6][CH:7]=1.C1C=CC(P(C2C=CC=CC=2)C2C=CC=CC=2)=CC=1.CCN(CC)CC.ClC(Cl)(Cl)C(Cl)(Cl)Cl. Product: [F:1][C:2]1[CH:3]=[CH:4][C:5]2[N:6]([C:10]([N:12]([CH3:14])[CH3:13])=[N:9][N:8]=2)[CH:7]=1. The catalyst class is: 49. (2) Reactant: CS([C:5]1[N:10]=[C:9]2[N:11]([CH3:26])[C:12](=[O:25])[N:13]([C:15]3[CH:20]=[C:19]([N+:21]([O-:23])=[O:22])[CH:18]=[CH:17][C:16]=3[CH3:24])[CH2:14][C:8]2=[CH:7][N:6]=1)(=O)=O.[CH3:27][N:28]([CH3:36])[C:29]1[CH:30]=[C:31]([CH:33]=[CH:34][CH:35]=1)[NH2:32]. Product: [CH3:27][N:28]([CH3:36])[C:29]1[CH:30]=[C:31]([NH:32][C:5]2[N:10]=[C:9]3[N:11]([CH3:26])[C:12](=[O:25])[N:13]([C:15]4[CH:20]=[C:19]([N+:21]([O-:23])=[O:22])[CH:18]=[CH:17][C:16]=4[CH3:24])[CH2:14][C:8]3=[CH:7][N:6]=2)[CH:33]=[CH:34][CH:35]=1. The catalyst class is: 5.